Dataset: Human Reference Interactome with 51,813 positive PPI pairs across 8,248 proteins, plus equal number of experimentally-validated negative pairs. Task: Binary Classification. Given two protein amino acid sequences, predict whether they physically interact or not. (1) Protein 1 (ENSG00000092931) has sequence MSPESKKLFNIIILGVAFMFMFTAFQTCGNVAQTVIRSLNRTDFHGSGYTSMAIIYGVFSASNLITPSVVAIVGPQLSMFASGLFYSMYIAVFIQPFPWSFYTASVFIGIAAAVLWTAQGNCLTINSDEHSIGRNSGIFWALLQSSLFFGNLYIYFAWQGKTQISESDRRTVFIALTVISLVGTVLFFLIRKPDSENVLGEDESSDDQDMEVNESAQNNLTKAVDAFKKSFKLCVTKEMLLLSITTAYTGLELTFFSGVYGTCIGATNKFGAEEKSLIGLSGIFIGIGEILGGSLFGLLS.... Protein 2 (ENSG00000204305) has sequence MAAGTAVGAWVLVLSLWGAVVGAQNITARIGEPLVLKCKGAPKKPPQRLEWKLNTGRTEAWKVLSPQGGGPWDSVARVLPNGSLFLPAVGIQDEGIFRCQAMNRNGKETKSNYRVRVYQIPGKPEIVDSASELTAGVPNKVVEESRRSRKRPCEQEVGTCVSEGSYPAGTLSWHLDGKPLVPNEKGVSVKEQTRRHPETGLFTLQSELMVTPARGGDPRPTFSCSFSPGLPRHRALRTAPIQPRVWEPVPLEEVQLVVEPEGGAVAPGGTVTLTCEVPAQPSPQIHWMKDGVPLPLPPSP.... Result: 0 (the proteins do not interact). (2) Protein 1 (ENSG00000138760) has sequence MGRCCFYTAGTLSLLLLVTSVTLLVARVFQKAVDQSIEKKIVLRNGTEAFDSWEKPPLPVYTQFYFFNVTNPEEILRGETPRVEEVGPYTYRELRNKANIQFGDNGTTISAVSNKAYVFERDQSVGDPKIDLIRTLNIPVLTVIEWSQVHFLREIIEAMLKAYQQKLFVTHTVDELLWGYKDEILSLIHVFRPDISPYFGLFYEKNGTNDGDYVFLTGEDSYLNFTKIVEWNGKTSLDWWITDKCNMINGTDGDSFHPLITKDEVLYVFPSDFCRSVYITFSDYESVQGLPAFRYKVPAE.... Protein 2 (ENSG00000164663) has sequence MDRCKHVGRLRLAQDHSILNPQKWCCLECATTESVWACLKCSHVACGRYIEDHALKHFEETGHPLAMEVRDLYVFCYLCKDYVLNDNPEGDLKLLRSSLLAVRGQKQDTPVRRGRTLRSMASGEDVVLPQRAPQGQPQMLTALWYRRQRLLARTLRLWFEKSSRGQAKLEQRRQEEALERKKEEARRRRREVKRRLLEELASTPPRKSARLLLHTPRDAGPAASRPAALPTSRRVPAATLKLRRQPAMAPGVTGLRNLGNTCYMNSILQVLSHLQKFRECFLNLDPSKTEHLFPKATNGK.... Result: 0 (the proteins do not interact). (3) Protein 1 (ENSG00000065833) has sequence MEPEAPRRRHTHQRGYLLTRNPHLNKDLAFTLEERQQLNIHGLLPPSFNSQEIQVLRVVKNFEHLNSDFDRYLLLMDLQDRNEKLFYRVLTSDIEKFMPIVYTPTVGLACQQYSLVFRKPRGLFITIHDRGHIASVLNAWPEDVIKAIVVTDGERILGLGDLGCNGMGIPVGKLALYTACGGMNPQECLPVILDVGTENEELLKDPLYIGLRQRRVRGSEYDDFLDEFMEAVSSKYGMNCLIQFEDFANVNAFRLLNKYRNQYCTFNDDIQGTASVAVAGLLAALRITKNKLSDQTILFQ.... Protein 2 (ENSG00000130303) has sequence MASTSYDYCRVPMEDGDKRCKLLLGIGILVLLIIVILGVPLIIFTIKANSEACRDGLRAVMECRNVTHLLQQELTEAQKGFQDVEAQAATCNHTVMALMASLDAEKAQGQKKVEELEGEITTLNHKLQDASAEVERLRRENQVLSVRIADKKYYPSSQDSSSAAAPQLLIVLLGLSALLQ*. Result: 0 (the proteins do not interact). (4) Protein 1 (ENSG00000105229) has sequence MAAELVEAKNMVMSFRVSDLQMLLGFVGRSKSGLKHELVTRALQLVQFDCSPELFKKIKELYETRYAKKNSEPAPQPHRPLDPLTMHSTYDRAGAVPRTPLAGPNIDYPVLYGKYLNGLGRLPAKTLKPEVRLVKLPFFNMLDELLKPTELVPQNNEKLQESPCIFALTPRQVELIRNSRELQPGVKAVQVVLRICYSDTSCPQEDQYPPNIAVKVNHSYCSVPGYYPSNKPGVEPKRPCRPINLTHLMYLSSATNRITVTWGNYGKSYSVALYLVRQLTSSELLQRLKTIGVKHPELCK.... Result: 0 (the proteins do not interact). Protein 2 (ENSG00000204610) has sequence MPATPSLKVVHELPACTLCAGPLEDAVTIPCGHTFCRLCLPALSQMGAQSSGKILLCPLCQEEEQAETPMAPVPLGPLGETYCEEHGEKIYFFCENDAEFLCTSECRTTDGFGCA*MPATPSLKVVHELPACTLCAGPLEDAVTIPCGHTFCRLCLPALSQMGAQSSGKILLCPLCQEEEQAETPMAPVPLGPLGETYCEEHGEKIYFFCENDAEFLCVFCREGPTHQAHTVGFLDEAIQPYRDRLRSRLEALSTERDEIEDVKCQEDQKLQVLLTQIESKKHQVETAFERLQQELEQQR.... (5) Protein 2 (ENSG00000159214) has sequence MLRHSPSLWELVEEHVPLRERREVKRILGEAAVDLSLELRAEVAMLRALLQEARSSQAPSSRPISDPSSLLAPPPLLKDLLRQELRQLLQGLRHKAICEGRDQAQAWVQYSPRVLHFALEEPRCDLPEQEIFQMRGGGPSSGHRDLSIIKDQLNVSNIDQVARHLRGLLEEECHTLEREILILQRCLEEEYLRPCHPSEAALEPTLAELKEQKKAMEQELQASVGPSCVSPNHRQRPLGSSTQGLRPPLPLCGVAPLQCCLPAPPLEPYLRPRGQSATHRWGRQLQCSPREGPASTPMSS.... Protein 1 (ENSG00000099795) has sequence MGAHLVRRYLGDASVEPDPLQMPTFPPDYGFPERKEREMVATQQEMMDAQLRLQLRDYCAHHLIRLLKCKRDSFPNFLACKQERHDWDYCEHRDYVMRMKEFERERRLLQRKKRREKKAAELAKGQGPGEVDPKVAL*MGAHLVRRYLGDASVEPDPLQMPTFPPDYGFPERKERDGGHTAGDDGRAAEAPAAGLLRPPPHPAAQVQA*. Result: 1 (the proteins interact). (6) Protein 1 (ENSG00000128271) has sequence MPIMGSSVYITVELAIAVLAILGNVLVCWAVWLNSNLQNVTNYFVVSLAAADIAVGVLAIPFAITISTGFCAACHGCLFIACFVLVLTQSSIFSLLAIAIDRYIAIRIPLRYNGLVTGTRAKGIIAICWVLSFAIGLTPMLGWNNCGQPKEGKNHSQGCGEGQVACLFEDVVPMNYMVYFNFFACVLVPLLLMLGVYLRIFLAARRQLKQMESQPLPGERARSTLQKEVHAAKSLAIIVGLFALCWLPLHIINCFTFFCPDCSHAPLWLMYLAIVLSHTNSVVNPFIYAYRIREFRQTFR.... Protein 2 (ENSG00000064489) has sequence MEEPEMQLKGKKVTDKFTESVYVLANEPSVALYRLQEHVRRSLPELAQHKADMQRWEEQSQGAIYTVEYACSAVKNLVDSSVYFRSVEGLLKQAISIRDHMNASAQGHSPEEPPPPSSA*MPVPRATDKDHSTQPGTMGRKKIQISRILDQRNRQVTFTKRKFGLMKKAYELSVLCDCEIALIIFNSANRLFQYASTDMDRVLLKYTEYSEPHESRTNTDILETLKRRGIGLDGPELEPDEGPEEPGEKFRRLAGEGGDPALPRPRLYPAAPAMPSPDVVYGALPPPGCDPSGLGEALPA.... Result: 0 (the proteins do not interact).